From a dataset of Drug-target binding data from BindingDB using IC50 measurements. Regression. Given a target protein amino acid sequence and a drug SMILES string, predict the binding affinity score between them. We predict pIC50 (pIC50 = -log10(IC50 in M); higher means more potent). Dataset: bindingdb_ic50. (1) The small molecule is N#Cc1ccc([C@H]2CCc3cncn32)c(F)c1. The target protein (P30099) has sequence MGACDNDFIELHSRVTADVWLARPWQCLHRTRALGTTATLAPKTLKPFEAIPQYSRNKWLKMIQILREQGQENLHLEMHQAFQELGPIFRHSAGGAQIVSVMLPEDAEKLHQVESILPRRMHLEPWVAHRELRGLRRGVFLLNGAEWRFNRLKLNPNVLSPKAVQNFVPMVDEVARDFLEALKKKVRQNARGSLTMDVQQSLFNYTIEASNFALFGERLGLLGHDLNPGSLKFIHALHSMFKSTTQLLFLPRSLTRWTSTQVWKEHFDAWDVISEYANRCIWKVHQELRLGSSQTYSGIVAALITQGALPLDAIKANSMELTAGSVDTTAIPLVMTLFELARNPDVQQALRQETLAAEASIAANPQKAMSDLPLLRAALKETLRLYPVGGFLERILNSDLVLQNYHVPAGTLVLLYLYSMGRNPAVFPRPERYMPQRWLERKRSFQHLAFGFGVRQCLGRRLAEVEMLLLLHHMLKTFQVETLRQEDVQMAYRFVLMPSS.... The pIC50 is 7.0. (2) The small molecule is COc1ccc(CC(=O)N2CCC(n3cncc3C(=O)NCCc3ccccc3)C2)cc1. The target protein sequence is MSGGAAEKQSSTPGSLFLSPPAPAPKNGSSSDSSVGEKLGAAAADAVTGRTEEYRRRRHTMDKDSRGAAATTTTTEHRFFRRSVICDSNATALELPGLPLSLPQPSIPAAVPQSAPPEPHREETVTATATSQVAQQPPAAAAPGEQAVAGPAPSTVPSSTSKDRPVSQPSLVGSKEEPPPARSGSGGGSAKEPQEERSQQQDDIEELETKAVGMSNDGRFLKFDIEIGRGSFKTVYKGLDTETTVEVAWCELQDRKLTKSERQRFKEEAEMLKGLQHPNIVRFYDSWESTVKGKKCIVLVTELMTSGTLKTYLKRFKVMKIKVLRSWCRQILKGLQFLHTRTPPIIHRDLKCDNIFITGPTGSVKIGDLGLATLKRASFAKSVIGTPEFMAPEMYEEKYDESVDVYAFGMCMLEMATSEYPYSECQNAAQIYRRVTSGVKPASFDKVAIPEVKEIIEGCIRQNKDERYSIKDLLNHAFFQEETGVRVELAE. The pIC50 is 6.1.